From a dataset of NCI-60 drug combinations with 297,098 pairs across 59 cell lines. Regression. Given two drug SMILES strings and cell line genomic features, predict the synergy score measuring deviation from expected non-interaction effect. (1) Drug 1: CC1CCC2CC(C(=CC=CC=CC(CC(C(=O)C(C(C(=CC(C(=O)CC(OC(=O)C3CCCCN3C(=O)C(=O)C1(O2)O)C(C)CC4CCC(C(C4)OC)OCCO)C)C)O)OC)C)C)C)OC. Drug 2: CC(C)(C#N)C1=CC(=CC(=C1)CN2C=NC=N2)C(C)(C)C#N. Cell line: COLO 205. Synergy scores: CSS=-7.28, Synergy_ZIP=5.75, Synergy_Bliss=1.76, Synergy_Loewe=-6.56, Synergy_HSA=-5.85. (2) Drug 1: CS(=O)(=O)C1=CC(=C(C=C1)C(=O)NC2=CC(=C(C=C2)Cl)C3=CC=CC=N3)Cl. Drug 2: CCC1(CC2CC(C3=C(CCN(C2)C1)C4=CC=CC=C4N3)(C5=C(C=C6C(=C5)C78CCN9C7C(C=CC9)(C(C(C8N6C=O)(C(=O)OC)O)OC(=O)C)CC)OC)C(=O)OC)O.OS(=O)(=O)O. Cell line: HOP-92. Synergy scores: CSS=31.7, Synergy_ZIP=0.178, Synergy_Bliss=8.18, Synergy_Loewe=-4.15, Synergy_HSA=8.49.